From a dataset of Forward reaction prediction with 1.9M reactions from USPTO patents (1976-2016). Predict the product of the given reaction. Given the reactants [Cl:1][C:2]1[C:7]([O:8][CH3:9])=[CH:6][C:5]([O:10][CH3:11])=[CH:4][C:3]=1[C:12]1[C:23](=[O:24])[N:22]([CH2:25][CH2:26][C:27]2[N:32]=[CH:31][C:30]([NH:33][C:34](=[O:40])[O:35][C:36]([CH3:39])([CH3:38])[CH3:37])=[CH:29][CH:28]=2)[C:15]2[N:16]=[C:17]([S:20][CH3:21])[N:18]=[CH:19][C:14]=2[CH:13]=1.C1C=C(Cl)C=C(C(OO)=[O:49])C=1.[O-]S([O-])(=S)=O.[Na+].[Na+], predict the reaction product. The product is: [Cl:1][C:2]1[C:7]([O:8][CH3:9])=[CH:6][C:5]([O:10][CH3:11])=[CH:4][C:3]=1[C:12]1[C:23](=[O:24])[N:22]([CH2:25][CH2:26][C:27]2[N:32]=[CH:31][C:30]([NH:33][C:34](=[O:40])[O:35][C:36]([CH3:37])([CH3:39])[CH3:38])=[CH:29][CH:28]=2)[C:15]2[N:16]=[C:17]([S:20]([CH3:21])=[O:49])[N:18]=[CH:19][C:14]=2[CH:13]=1.